Dataset: Full USPTO retrosynthesis dataset with 1.9M reactions from patents (1976-2016). Task: Predict the reactants needed to synthesize the given product. Given the product [F:1][C:2]1[CH:3]=[C:4]2[C:8](=[CH:9][CH:10]=1)[NH:7][C:6]([C:11]1[CH:12]=[C:13]([NH:17][C:29]3[CH:28]=[CH:27][C:22]([C:23]([O:25][CH3:26])=[O:24])=[CH:21][CH:20]=3)[CH:14]=[N:15][CH:16]=1)=[CH:5]2, predict the reactants needed to synthesize it. The reactants are: [F:1][C:2]1[CH:3]=[C:4]2[C:8](=[CH:9][CH:10]=1)[NH:7][C:6]([C:11]1[CH:12]=[C:13]([NH2:17])[CH:14]=[N:15][CH:16]=1)=[CH:5]2.CO[C:20]1[CH:21]=[C:22]([CH:27]=[CH:28][C:29]=1OS(C(F)(F)F)(=O)=O)[C:23]([O:25][CH3:26])=[O:24].CC(C)([O-])C.[K+].